This data is from Reaction yield outcomes from USPTO patents with 853,638 reactions. The task is: Predict the reaction yield, written as a fraction of the theoretical maximum amount of product (1.0 means a 100% yield; for example, 0.34 means a 34% yield). (1) The reactants are [C:1]([Si:5]([O:8][C:9]1[CH:14]=[CH:13][C:12]([C:15]([CH2:27][CH3:28])([C:18]2[CH:23]=[CH:22][C:21]([C:24]#[CH:25])=[C:20]([CH3:26])[CH:19]=2)[CH2:16][CH3:17])=[CH:11][C:10]=1[CH3:29])([CH3:7])[CH3:6])([CH3:4])([CH3:3])[CH3:2].[Li]CCCC.CON(C)[C:38]([C:40]1([CH2:43][CH3:44])[CH2:42][CH2:41]1)=[O:39]. The catalyst is C1COCC1. The yield is 0.890. The product is [C:1]([Si:5]([CH3:7])([CH3:6])[O:8][C:9]1[CH:14]=[CH:13][C:12]([C:15]([C:18]2[CH:23]=[CH:22][C:21]([C:24]#[C:25][C:38]([C:40]3([CH2:43][CH3:44])[CH2:42][CH2:41]3)=[O:39])=[C:20]([CH3:26])[CH:19]=2)([CH2:27][CH3:28])[CH2:16][CH3:17])=[CH:11][C:10]=1[CH3:29])([CH3:4])([CH3:3])[CH3:2]. (2) The reactants are C([N:8]1[CH2:14][CH:13]2[CH2:15][CH:9]1[CH2:10][C:11](=[O:16])[CH2:12]2)C1C=CC=CC=1.ClC(OCCCl)=O.C(N(CC)CC)C.[C:39](O[C:39]([O:41][C:42]([CH3:45])([CH3:44])[CH3:43])=[O:40])([O:41][C:42]([CH3:45])([CH3:44])[CH3:43])=[O:40]. The catalyst is ClCCl. The product is [O:16]=[C:11]1[CH2:10][CH:9]2[CH2:15][CH:13]([CH2:14][N:8]2[C:39]([O:41][C:42]([CH3:43])([CH3:44])[CH3:45])=[O:40])[CH2:12]1. The yield is 0.630. (3) The reactants are [CH2:1]([O:3][C:4]([C@H:6]1[CH2:11][CH2:10][C@@H:9]([NH:12][C:13]([O:15][CH2:16][C:17]2[CH:22]=[CH:21][CH:20]=[CH:19][CH:18]=2)=[O:14])[C@H:8]([NH:23][C:24]([O:26][C:27]([CH3:30])([CH3:29])[CH3:28])=[O:25])[CH2:7]1)=[O:5])[CH3:2].[O-]CC.[Na+]. The catalyst is C(O)C. The product is [CH2:1]([O:3][C:4]([C@@H:6]1[CH2:11][CH2:10][C@@H:9]([NH:12][C:13]([O:15][CH2:16][C:17]2[CH:18]=[CH:19][CH:20]=[CH:21][CH:22]=2)=[O:14])[C@H:8]([NH:23][C:24]([O:26][C:27]([CH3:28])([CH3:30])[CH3:29])=[O:25])[CH2:7]1)=[O:5])[CH3:2]. The yield is 0.480. (4) The reactants are [CH3:1][C:2]1[N:7]=[C:6]2[S:8][C:9]3[CH2:14][CH2:13][CH2:12][CH2:11][C:10]=3[C:5]2=[C:4]([C:15]2[CH:20]=[CH:19][C:18]([Cl:21])=[C:17]([Cl:22])[CH:16]=2)[C:3]=1[CH:23]([CH2:28][CH2:29][CH3:30])[C:24]([O:26]C)=[O:25].[OH-].[Na+]. The catalyst is CO. The product is [CH3:1][C:2]1[N:7]=[C:6]2[S:8][C:9]3[CH2:14][CH2:13][CH2:12][CH2:11][C:10]=3[C:5]2=[C:4]([C:15]2[CH:20]=[CH:19][C:18]([Cl:21])=[C:17]([Cl:22])[CH:16]=2)[C:3]=1[CH:23]([CH2:28][CH2:29][CH3:30])[C:24]([OH:26])=[O:25]. The yield is 0.730. (5) The reactants are [NH2:1][C:2]1[C:3]2[C:10]([C:11]#[N:12])=[CH:9][N:8]([C@H:13]3[C@H:20]4[C@H:16]([O:17][C:18](=[O:21])[O:19]4)[C@@H:15]([CH2:22][OH:23])[O:14]3)[C:4]=2[N:5]=[CH:6][N:7]=1.C(N(CC)CC)C.[SH2:31]. The catalyst is N1C=CC=CC=1. The product is [NH2:1][C:2]1[C:3]2[C:10]([C:11](=[S:31])[NH2:12])=[CH:9][N:8]([C@H:13]3[C@H:20]4[C@H:16]([O:17][C:18](=[O:21])[O:19]4)[C@@H:15]([CH2:22][OH:23])[O:14]3)[C:4]=2[N:5]=[CH:6][N:7]=1. The yield is 0.300. (6) The reactants are [CH3:1][O:2][CH2:3][C@@H:4]([NH:6][C:7]([C:9]1[C:17]2[C:12](=[N:13][CH:14]=[C:15]([C:18]3[N:19]=[CH:20][N:21]4[CH:26]=[C:25]([F:27])[CH:24]=[C:23]([F:28])[C:22]=34)[N:16]=2)[N:11](COCC[Si](C)(C)C)[CH:10]=1)=[O:8])[CH3:5].FC(F)(F)C(O)=O.C(N)CN. The catalyst is ClCCl. The product is [CH3:1][O:2][CH2:3][C@@H:4]([NH:6][C:7]([C:9]1[C:17]2[C:12](=[N:13][CH:14]=[C:15]([C:18]3[N:19]=[CH:20][N:21]4[CH:26]=[C:25]([F:27])[CH:24]=[C:23]([F:28])[C:22]=34)[N:16]=2)[NH:11][CH:10]=1)=[O:8])[CH3:5]. The yield is 0.780. (7) The reactants are [ClH:1].[F:2][C:3]1[CH:8]=[C:7]([C:9]([F:12])([F:11])[F:10])[CH:6]=[CH:5][C:4]=1[C:13]1[CH:14]=[C:15]([CH:20]=[CH:21][N:22]=1)[C:16]([O:18][CH3:19])=[O:17]. The catalyst is CO.[Pt](=O)=O. The product is [ClH:1].[F:2][C:3]1[CH:8]=[C:7]([C:9]([F:12])([F:10])[F:11])[CH:6]=[CH:5][C:4]=1[CH:13]1[CH2:14][CH:15]([C:16]([O:18][CH3:19])=[O:17])[CH2:20][CH2:21][NH:22]1. The yield is 0.930. (8) The reactants are [Br:1][C:2]1[CH:3]=[C:4]2[C:9](=[CH:10][CH:11]=1)[N:8]=[C:7]([CH3:12])[C:6]([C:13]([O:15]C(C)(C)C)=[O:14])=[C:5]2[C:20]1[CH:25]=[CH:24][C:23]([F:26])=[CH:22][CH:21]=1.C(O)(C(F)(F)F)=O. The yield is 0.970. The product is [Br:1][C:2]1[CH:3]=[C:4]2[C:9](=[CH:10][CH:11]=1)[N:8]=[C:7]([CH3:12])[C:6]([C:13]([OH:15])=[O:14])=[C:5]2[C:20]1[CH:25]=[CH:24][C:23]([F:26])=[CH:22][CH:21]=1. The catalyst is C(Cl)Cl.